From a dataset of NCI-60 drug combinations with 297,098 pairs across 59 cell lines. Regression. Given two drug SMILES strings and cell line genomic features, predict the synergy score measuring deviation from expected non-interaction effect. Drug 1: CC1=CC=C(C=C1)C2=CC(=NN2C3=CC=C(C=C3)S(=O)(=O)N)C(F)(F)F. Drug 2: CCC1=C2CN3C(=CC4=C(C3=O)COC(=O)C4(CC)O)C2=NC5=C1C=C(C=C5)O. Cell line: U251. Synergy scores: CSS=40.5, Synergy_ZIP=4.55, Synergy_Bliss=2.64, Synergy_Loewe=-23.7, Synergy_HSA=3.44.